From a dataset of Forward reaction prediction with 1.9M reactions from USPTO patents (1976-2016). Predict the product of the given reaction. (1) The product is: [Cl:1][C:2]1[CH:7]=[CH:6][CH:5]=[CH:4][C:3]=1[C:8]1[C:9]([C:17]2[CH:18]=[CH:19][C:20]([Cl:23])=[CH:21][CH:22]=2)=[CH:10][C:11]([C:15]#[N:16])=[C:12]([O:14][CH2:28][C:27]2[CH:30]=[CH:31][C:32]([F:33])=[C:25]([F:24])[CH:26]=2)[N:13]=1. Given the reactants [Cl:1][C:2]1[CH:7]=[CH:6][CH:5]=[CH:4][C:3]=1[C:8]1[NH:13][C:12](=[O:14])[C:11]([C:15]#[N:16])=[CH:10][C:9]=1[C:17]1[CH:22]=[CH:21][C:20]([Cl:23])=[CH:19][CH:18]=1.[F:24][C:25]1[CH:26]=[C:27]([CH:30]=[CH:31][C:32]=1[F:33])[CH2:28]Br, predict the reaction product. (2) Given the reactants COC1C=CC(C([NH:24][C:25]2[CH2:26][O:27][C:28]([CH3:53])([CH3:52])[C:29]([F:51])([F:50])[C@:30]([C:33]3[CH:38]=[C:37]([C:39]4[O:40][C:41]5[CH:47]=[C:46]([Cl:48])[CH:45]=[CH:44][C:42]=5[N:43]=4)[CH:36]=[CH:35][C:34]=3[F:49])([CH3:32])[N:31]=2)(C2C=CC(OC)=CC=2)C2C=CC=CC=2)=CC=1.FC(F)(F)C(O)=O.Cl, predict the reaction product. The product is: [ClH:48].[Cl:48][C:46]1[CH:45]=[CH:44][C:42]2[N:43]=[C:39]([C:37]3[CH:36]=[CH:35][C:34]([F:49])=[C:33]([C@:30]4([CH3:32])[C:29]([F:50])([F:51])[C:28]([CH3:53])([CH3:52])[O:27][CH2:26][C:25]([NH2:24])=[N:31]4)[CH:38]=3)[O:40][C:41]=2[CH:47]=1.